From a dataset of Peptide-MHC class I binding affinity with 185,985 pairs from IEDB/IMGT. Regression. Given a peptide amino acid sequence and an MHC pseudo amino acid sequence, predict their binding affinity value. This is MHC class I binding data. (1) The peptide sequence is RSLFNTVATLY. The MHC is HLA-B18:01 with pseudo-sequence HLA-B18:01. The binding affinity (normalized) is 0.429. (2) The peptide sequence is NYKEICVAW. The MHC is HLA-A02:01 with pseudo-sequence HLA-A02:01. The binding affinity (normalized) is 0.178. (3) The peptide sequence is TPRPRYNAT. The MHC is HLA-B08:01 with pseudo-sequence HLA-B08:01. The binding affinity (normalized) is 0.671. (4) The peptide sequence is LIIYYQLAG. The MHC is HLA-B15:01 with pseudo-sequence HLA-B15:01. The binding affinity (normalized) is 0.338. (5) The peptide sequence is KVFPYALINK. The MHC is HLA-A11:01 with pseudo-sequence HLA-A11:01. The binding affinity (normalized) is 0.740. (6) The peptide sequence is TTELNIVDEI. The MHC is HLA-A02:03 with pseudo-sequence HLA-A02:03. The binding affinity (normalized) is 0. (7) The peptide sequence is CEPRSGIDF. The MHC is HLA-B44:03 with pseudo-sequence HLA-B44:03. The binding affinity (normalized) is 0.371. (8) The peptide sequence is SPNLAWPLIV. The MHC is HLA-B53:01 with pseudo-sequence HLA-B53:01. The binding affinity (normalized) is 0.315. (9) The peptide sequence is YHSDAREL. The MHC is Mamu-A07 with pseudo-sequence Mamu-A07. The binding affinity (normalized) is 0.862.